This data is from Forward reaction prediction with 1.9M reactions from USPTO patents (1976-2016). The task is: Predict the product of the given reaction. Given the reactants [CH3:1][N:2]([CH2:4][CH2:5][O:6][C:7]1[C:17]2[CH:18]=[C:19]([Cl:22])[CH:20]=[CH:21][C:16]=2[S:15][C:14]2[CH:13]=[CH:12][CH:11]=[CH:10][C:9]=2[CH:8]=1)[CH3:3].[ClH:23], predict the reaction product. The product is: [CH3:3][N:2]([CH2:4][CH2:5][O:6][C:7]1[C:17]2[CH:18]=[C:19]([Cl:22])[CH:20]=[CH:21][C:16]=2[S:15][C:14]2[CH:13]=[CH:12][CH:11]=[CH:10][C:9]=2[CH:8]=1)[CH3:1].[ClH:23].